This data is from Full USPTO retrosynthesis dataset with 1.9M reactions from patents (1976-2016). The task is: Predict the reactants needed to synthesize the given product. (1) The reactants are: [NH2:1][CH2:2][CH2:3][N:4]1[C:8]([NH:9][C:10]([C:23]2[CH:28]=[CH:27][CH:26]=[CH:25][CH:24]=2)([C:17]2[CH:22]=[CH:21][CH:20]=[CH:19][CH:18]=2)[C:11]2[CH:16]=[CH:15][CH:14]=[CH:13][CH:12]=2)=[CH:7][CH:6]=[N:5]1.C(N(CC)CC)C.F[C:37]1[CH:42]=[CH:41][C:40]([N+:43]([O-:45])=[O:44])=[CH:39][CH:38]=1.O. Given the product [N+:43]([C:40]1[CH:41]=[CH:42][C:37]([NH:1][CH2:2][CH2:3][N:4]2[C:8]([NH:9][C:10]([C:23]3[CH:28]=[CH:27][CH:26]=[CH:25][CH:24]=3)([C:17]3[CH:18]=[CH:19][CH:20]=[CH:21][CH:22]=3)[C:11]3[CH:16]=[CH:15][CH:14]=[CH:13][CH:12]=3)=[CH:7][CH:6]=[N:5]2)=[CH:38][CH:39]=1)([O-:45])=[O:44], predict the reactants needed to synthesize it. (2) Given the product [OH:1][C:2]([CH3:34])([CH3:35])[CH2:3][C@@:4]1([C:28]2[CH:33]=[CH:32][CH:31]=[CH:30][CH:29]=2)[O:9][C:8](=[O:10])[N:7]([C@H:11]([C:13]2[CH:14]=[CH:15][C:16]([C:37]3[CH:42]=[CH:41][N:40]([CH3:43])[C:39](=[O:44])[CH:38]=3)=[CH:17][CH:18]=2)[CH3:12])[CH2:6][CH2:5]1, predict the reactants needed to synthesize it. The reactants are: [OH:1][C:2]([CH3:35])([CH3:34])[CH2:3][C@@:4]1([C:28]2[CH:33]=[CH:32][CH:31]=[CH:30][CH:29]=2)[O:9][C:8](=[O:10])[N:7]([C@H:11]([C:13]2[CH:18]=[CH:17][C:16](B3OC(C)(C)C(C)(C)O3)=[CH:15][CH:14]=2)[CH3:12])[CH2:6][CH2:5]1.Br[C:37]1[CH:42]=[CH:41][N:40]([CH3:43])[C:39](=[O:44])[CH:38]=1.C([O-])([O-])=O.[Cs+].[Cs+]. (3) The reactants are: Br[C:2]1[CH:3]=[CH:4][CH:5]=[C:6]2[C:10]=1[N:9]([CH2:11][C:12]([O:14][CH2:15][CH3:16])=[O:13])[CH:8]=[C:7]2[CH2:17][CH2:18][CH2:19][C:20]([O:22][CH2:23][CH3:24])=[O:21].[C:25]([Si:27]([CH3:30])([CH3:29])[CH3:28])#[CH:26]. Given the product [CH2:15]([O:14][C:12](=[O:13])[CH2:11][N:9]1[C:10]2[C:6](=[CH:5][CH:4]=[CH:3][C:2]=2[C:26]#[C:25][Si:27]([CH3:30])([CH3:29])[CH3:28])[C:7]([CH2:17][CH2:18][CH2:19][C:20]([O:22][CH2:23][CH3:24])=[O:21])=[CH:8]1)[CH3:16], predict the reactants needed to synthesize it. (4) Given the product [CH3:14][N:8]1[CH2:7][CH2:6][C:5]2[C:10](=[CH:11][CH:12]=[CH:13][C:4]=2[NH:1][C:21](=[O:23])[CH3:22])[CH2:9]1, predict the reactants needed to synthesize it. The reactants are: [N+:1]([C:4]1[CH:13]=[CH:12][CH:11]=[C:10]2[C:5]=1[CH:6]=[CH:7][N:8]=[CH:9]2)([O-])=O.[CH3:14]OS(OC)(=O)=O.[C:21](OC(=O)C)(=[O:23])[CH3:22]. (5) Given the product [CH3:33][N:34]([CH3:35])[C:7]1[N:6]=[C:5]([NH:20][CH2:19][C:18]2[CH:21]=[CH:22][C:15]([NH:14][C:28](=[O:29])[C:27]3[CH:31]=[CH:32][C:24]([F:23])=[CH:25][CH:26]=3)=[CH:16][CH:17]=2)[C:4]2[C:9](=[CH:10][CH:11]=[C:2]([F:1])[CH:3]=2)[N:8]=1, predict the reactants needed to synthesize it. The reactants are: [F:1][C:2]1[CH:3]=[C:4]2[C:9](=[CH:10][CH:11]=1)[N:8]=[C:7](Cl)[N:6]=[C:5]2Cl.[NH2:14][C:15]1[CH:22]=[CH:21][C:18]([CH2:19][NH2:20])=[CH:17][CH:16]=1.[F:23][C:24]1[CH:32]=[CH:31][C:27]([C:28](Cl)=[O:29])=[CH:26][CH:25]=1.[CH3:33][NH:34][CH3:35]. (6) Given the product [CH2:1]([O:3][C:4]([C:5]1[C:6](=[O:7])[NH:8][C:9]2[C:10]([C:20]=1[CH2:21][C:22]1[CH:27]=[CH:26][CH:25]=[CH:24][C:23]=1[Cl:28])=[CH:11][C:12]([Cl:19])=[CH:13][C:14]=2[C:15]([F:17])([F:18])[F:16])=[O:29])[CH3:2], predict the reactants needed to synthesize it. The reactants are: [CH2:1]([O:3][C:4](=[O:29])[CH2:5][C:6]([NH:8][C:9]1[C:14]([C:15]([F:18])([F:17])[F:16])=[CH:13][C:12]([Cl:19])=[CH:11][C:10]=1[C:20]#[C:21][C:22]1[CH:27]=[CH:26][CH:25]=[CH:24][C:23]=1[Cl:28])=[O:7])[CH3:2].[H-].[Na+].